Dataset: Reaction yield outcomes from USPTO patents with 853,638 reactions. Task: Predict the reaction yield, written as a fraction of the theoretical maximum amount of product (1.0 means a 100% yield; for example, 0.34 means a 34% yield). (1) The reactants are [Cl:1][C:2]1[CH:7]=[CH:6][C:5]([C@H:8]2[C@H:13]([OH:14])[C@@H:12]([OH:15])[C@H:11]([OH:16])[C@@H:10]([CH2:17][OH:18])[O:9]2)=[CH:4][C:3]=1[CH2:19][C:20]1[CH:25]=[CH:24][C:23]([OH:26])=[C:22]([OH:27])[CH:21]=1.[C:28]([O-])([O-])=O.[K+].[K+].C(I)I. The catalyst is CN(C=O)C. The product is [O:26]1[C:23]2[CH:24]=[CH:25][C:20]([CH2:19][C:3]3[CH:4]=[C:5]([C@H:8]4[C@H:13]([OH:14])[C@@H:12]([OH:15])[C@H:11]([OH:16])[C@@H:10]([CH2:17][OH:18])[O:9]4)[CH:6]=[CH:7][C:2]=3[Cl:1])=[CH:21][C:22]=2[O:27][CH2:28]1. The yield is 0.530. (2) The reactants are [CH3:1][C:2]1[CH:7]=[C:6]([N+:8]([O-:10])=[O:9])[CH:5]=[CH:4][C:3]=1[NH:11][C:12](=[O:19])[C:13]1[CH:18]=[CH:17][CH:16]=[CH:15][CH:14]=1.[C:20](=O)([O-])[O-].[Cs+].[Cs+].CI. The catalyst is CN(C=O)C. The product is [CH3:20][N:11]([C:3]1[CH:4]=[CH:5][C:6]([N+:8]([O-:10])=[O:9])=[CH:7][C:2]=1[CH3:1])[C:12](=[O:19])[C:13]1[CH:14]=[CH:15][CH:16]=[CH:17][CH:18]=1. The yield is 0.950.